This data is from CYP2C9 inhibition data for predicting drug metabolism from PubChem BioAssay. The task is: Regression/Classification. Given a drug SMILES string, predict its absorption, distribution, metabolism, or excretion properties. Task type varies by dataset: regression for continuous measurements (e.g., permeability, clearance, half-life) or binary classification for categorical outcomes (e.g., BBB penetration, CYP inhibition). Dataset: cyp2c9_veith. (1) The compound is NS(=O)(=O)c1nc(S(=O)(=O)O)c2[nH]cnc2n1. The result is 0 (non-inhibitor). (2) The result is 0 (non-inhibitor). The drug is CCn1c(=O)c2c(O)cc(=O)oc2c2ccccc21.